This data is from Full USPTO retrosynthesis dataset with 1.9M reactions from patents (1976-2016). The task is: Predict the reactants needed to synthesize the given product. (1) Given the product [ClH:1].[Br:24][C:25]1[C:26]([C@H:33]([NH2:43])[CH2:34][C:35]2[CH:40]=[C:39]([F:41])[CH:38]=[C:37]([F:42])[CH:36]=2)=[N:27][C:28]([S:31][CH3:32])=[N:29][CH:30]=1, predict the reactants needed to synthesize it. The reactants are: [ClH:1].NC(C1N=C(NC(=O)C)C=CC=1Br)CC1C=C(F)C=C(F)C=1.[Br:24][C:25]1[C:26]([C@H:33]([NH:43][S@](C(C)(C)C)=O)[CH2:34][C:35]2[CH:40]=[C:39]([F:41])[CH:38]=[C:37]([F:42])[CH:36]=2)=[N:27][C:28]([S:31][CH3:32])=[N:29][CH:30]=1. (2) Given the product [Cl:15][C:13]1[CH:12]=[C:11]([C:16]2([C:36]([F:37])([F:39])[F:38])[O:20][N:19]=[C:18]([C:21]3[CH:34]=[CH:33][C:24]([C:25]([NH:27][CH:28]4[CH2:32][O:31][N:30]([CH2:2][CH3:3])[CH2:29]4)=[O:26])=[C:23]([CH3:35])[CH:22]=3)[CH2:17]2)[CH:10]=[C:9]([Cl:8])[CH:14]=1, predict the reactants needed to synthesize it. The reactants are: F[C:2](F)(F)[C:3](O)=O.[Cl:8][C:9]1[CH:10]=[C:11]([C:16]2([C:36]([F:39])([F:38])[F:37])[O:20][N:19]=[C:18]([C:21]3[CH:34]=[CH:33][C:24]([C:25]([NH:27][CH:28]4[CH2:32][O:31][NH:30][CH2:29]4)=[O:26])=[C:23]([CH3:35])[CH:22]=3)[CH2:17]2)[CH:12]=[C:13]([Cl:15])[CH:14]=1.C(=O)C.[BH3-]C#N.[Na+]. (3) Given the product [Br:1][C:2]1[N:6]2[N:7]=[C:8]([NH:4][CH2:5][CH2:10][CH2:9][CH3:8])[C:9]([CH3:11])=[CH:10][C:5]2=[N:4][CH:3]=1, predict the reactants needed to synthesize it. The reactants are: [Br:1][C:2]1[N:6]2[N:7]=[C:8](Cl)[C:9]([CH3:11])=[CH:10][C:5]2=[N:4][CH:3]=1. (4) Given the product [CH2:1]([CH:3]([CH2:9][C:10]1[CH:15]=[CH:14][C:13]([O:16][CH3:17])=[C:12]([O:18][CH2:19][CH2:20][C:21]2[CH:26]=[CH:25][C:24]([C:27]([F:28])([F:29])[F:30])=[CH:23][CH:22]=2)[CH:11]=1)[C:4]([O:6][CH2:7][CH3:8])=[O:5])[CH3:2], predict the reactants needed to synthesize it. The reactants are: [CH2:1]([C:3](=[CH:9][C:10]1[CH:15]=[CH:14][C:13]([O:16][CH3:17])=[C:12]([O:18][CH2:19][CH2:20][C:21]2[CH:26]=[CH:25][C:24]([C:27]([F:30])([F:29])[F:28])=[CH:23][CH:22]=2)[CH:11]=1)[C:4]([O:6][CH2:7][CH3:8])=[O:5])[CH3:2]. (5) Given the product [C:3]([O:7][C:8]([N:10]1[C:18]2[C:13](=[CH:14][CH:15]=[CH:16][CH:17]=2)[CH2:12][C@H:11]1[CH2:19][O:20][CH3:21])=[O:9])([CH3:6])([CH3:5])[CH3:4], predict the reactants needed to synthesize it. The reactants are: [H-].[Na+].[C:3]([O:7][C:8]([N:10]1[C:18]2[C:13](=[CH:14][CH:15]=[CH:16][CH:17]=2)[CH2:12][C@H:11]1[CH2:19][OH:20])=[O:9])([CH3:6])([CH3:5])[CH3:4].[CH3:21]I. (6) Given the product [Br:1][C:2]1[C:3]([N:13]([CH2:12][C:11]([CH3:23])([CH3:22])[CH3:10])[NH:14][C:15]([O:17][C:18]([CH3:19])([CH3:20])[CH3:21])=[O:16])=[N:4][C:5]([Cl:8])=[N:6][CH:7]=1, predict the reactants needed to synthesize it. The reactants are: [Br:1][C:2]1[C:3](Cl)=[N:4][C:5]([Cl:8])=[N:6][CH:7]=1.[CH3:10][C:11]([CH3:23])([CH3:22])[CH2:12][NH:13][NH:14][C:15]([O:17][C:18]([CH3:21])([CH3:20])[CH3:19])=[O:16].C(N(CC)C(C)C)(C)C.